This data is from Forward reaction prediction with 1.9M reactions from USPTO patents (1976-2016). The task is: Predict the product of the given reaction. (1) Given the reactants [F:1][C:2]1[CH:3]=[C:4](B(O)O)[CH:5]=[CH:6][C:7]=1[C:8]([N:10]1[CH2:15][CH2:14][O:13][CH2:12][CH2:11]1)=[O:9].Br[C:20]1[CH:21]=[C:22]([C:27]2[N:28]=[N:29][N:30]([CH:32]([CH3:34])[CH3:33])[CH:31]=2)[C:23]([NH2:26])=[N:24][CH:25]=1.O.C([O-])([O-])=O.[Cs+].[Cs+], predict the reaction product. The product is: [NH2:26][C:23]1[N:24]=[CH:25][C:20]([C:4]2[CH:5]=[CH:6][C:7]([C:8]([N:10]3[CH2:15][CH2:14][O:13][CH2:12][CH2:11]3)=[O:9])=[C:2]([F:1])[CH:3]=2)=[CH:21][C:22]=1[C:27]1[N:28]=[N:29][N:30]([CH:32]([CH3:34])[CH3:33])[CH:31]=1. (2) Given the reactants CC1C=C(N2CCN(CCOC3C=CC=CC=3)C2=O)SC=1C(O)=O.[F:25][C:26]1[CH:47]=[CH:46][C:29]([CH2:30][N:31]2[CH2:35][CH2:34][N:33]([C:36]3[S:40][C:39]([C:41]([OH:43])=O)=[C:38]([CH3:44])[CH:37]=3)[C:32]2=[O:45])=[CH:28][CH:27]=1.[CH3:48][N:49]1[CH:53]=[C:52]([CH2:54][NH2:55])[N:51]=[CH:50]1, predict the reaction product. The product is: [F:25][C:26]1[CH:47]=[CH:46][C:29]([CH2:30][N:31]2[CH2:35][CH2:34][N:33]([C:36]3[S:40][C:39]([C:41]([NH:55][CH2:54][C:52]4[N:51]=[CH:50][N:49]([CH3:48])[CH:53]=4)=[O:43])=[C:38]([CH3:44])[CH:37]=3)[C:32]2=[O:45])=[CH:28][CH:27]=1. (3) Given the reactants [C:1]([N:4]1[CH2:9][CH2:8][C:7](=O)[CH:6]([C:11]([C:13]2[CH:14]=[C:15]([CH:18]=[CH:19][CH:20]=2)[C:16]#[N:17])=O)[CH2:5]1)(=[O:3])[CH3:2].O.[NH2:22][NH2:23], predict the reaction product. The product is: [C:1]([N:4]1[CH2:9][CH2:8][C:7]2[NH:22][N:23]=[C:11]([C:13]3[CH:14]=[C:15]([CH:18]=[CH:19][CH:20]=3)[C:16]#[N:17])[C:6]=2[CH2:5]1)(=[O:3])[CH3:2]. (4) Given the reactants [CH:1]1(Br)[O:9][C@H:8]([CH2:10][OH:11])[C@H:6]([OH:7])[C@H:4]([OH:5])[C@H:2]1[OH:3].[CH3:13][CH:14]([CH2:16][CH2:17][CH2:18][C@H:19]([C@@H:21]1[C@:39]2([CH3:40])[C@H:24]([C@H:25]3[C@H:36]([CH2:37][CH2:38]2)[C@:34]2([CH3:35])[C:28]([CH2:29][C@H:30]([CH2:32][CH2:33]2)[OH:31])=[CH:27][CH2:26]3)[CH2:23][CH2:22]1)[CH3:20])[CH3:15], predict the reaction product. The product is: [C@@H:1]1([CH2:15][CH:14]([CH2:16][CH2:17][CH2:18][C@H:19]([C@@H:21]2[C@:39]3([CH3:40])[C@H:24]([C@H:25]4[C@H:36]([CH2:37][CH2:38]3)[C@:34]3([CH3:35])[C:28]([CH2:29][C@H:30]([CH2:32][CH2:33]3)[OH:31])=[CH:27][CH2:26]4)[CH2:23][CH2:22]2)[CH3:20])[CH3:13])[O:9][C@H:8]([CH2:10][OH:11])[C@H:6]([OH:7])[C@H:4]([OH:5])[C@H:2]1[OH:3].